Predict the reactants needed to synthesize the given product. From a dataset of Full USPTO retrosynthesis dataset with 1.9M reactions from patents (1976-2016). (1) Given the product [CH3:37][C:32]1([CH3:38])[C:33]([CH3:36])([CH3:35])[O:34][B:10](/[CH:15]=[CH:14]/[CH2:13][CH2:12][CH2:11][C@@H:16]2[CH2:18][C@H:17]2[O:19][C:20]([O:22][N:23]2[C:27](=[O:28])[CH2:26][CH2:25][C:24]2=[O:29])=[O:21])[O:31]1, predict the reactants needed to synthesize it. The reactants are: C1CCCCC=1.CSC.[BH3:10].[CH2:11]([C@@H:16]1[CH2:18][C@H:17]1[O:19][C:20]([O:22][N:23]1[C:27](=[O:28])[CH2:26][CH2:25][C:24]1=[O:29])=[O:21])[CH2:12][CH2:13][C:14]#[CH:15].[B]1[O:34][C:33]([CH3:36])([CH3:35])[C:32]([CH3:38])([CH3:37])[O:31]1. (2) The reactants are: [C:1]([O:5][C:6]([N:8]([CH2:10][C:11]1[CH:12]=[C:13]([NH:23][C:24](=[O:39])[CH2:25][CH2:26][CH2:27][C:28]2[CH:33]=[CH:32][C:31](B(O)O)=[CH:30][C:29]=2[CH2:37][CH3:38])[CH:14]=[CH:15][C:16]=1[S:17]([CH:20]([CH3:22])[CH3:21])(=[O:19])=[O:18])[CH3:9])=[O:7])([CH3:4])([CH3:3])[CH3:2].[NH2:40][C:41]1[CH:42]=[C:43]([CH:47]=[CH:48][CH:49]=1)[C:44]([NH2:46])=[O:45].O.[C:51]([OH:55])(=[O:54])[CH:52]=O. Given the product [C:1]([O:5][C:6]([N:8]([CH2:10][C:11]1[CH:12]=[C:13]([NH:23][C:24](=[O:39])[CH2:25][CH2:26][CH2:27][C:28]2[CH:33]=[CH:32][C:31]([CH:52]([NH:40][C:41]3[CH:49]=[CH:48][CH:47]=[C:43]([C:44](=[O:45])[NH2:46])[CH:42]=3)[C:51]([OH:55])=[O:54])=[CH:30][C:29]=2[CH2:37][CH3:38])[CH:14]=[CH:15][C:16]=1[S:17]([CH:20]([CH3:22])[CH3:21])(=[O:19])=[O:18])[CH3:9])=[O:7])([CH3:4])([CH3:3])[CH3:2], predict the reactants needed to synthesize it. (3) Given the product [CH3:1][C:2]1([CH3:24])[O:6]/[C:5](=[C:7]2/[C:8](=[O:17])[NH:9][C:10]3[C:15]/2=[CH:14][CH:13]=[C:12]([S:28][C:27]2[CH:29]=[CH:30][CH:31]=[CH:32][C:26]=2[C:25]([O:34][CH3:35])=[O:33])[CH:11]=3)/[CH:4]=[C:3]1[N:18]1[CH2:23][CH2:22][O:21][CH2:20][CH2:19]1, predict the reactants needed to synthesize it. The reactants are: [CH3:1][C:2]1([CH3:24])[O:6]/[C:5](=[C:7]2/[C:8](=[O:17])[NH:9][C:10]3[C:15]/2=[CH:14][CH:13]=[C:12](I)[CH:11]=3)/[CH:4]=[C:3]1[N:18]1[CH2:23][CH2:22][O:21][CH2:20][CH2:19]1.[C:25]([O:34][CH3:35])(=[O:33])[C:26]1[C:27](=[CH:29][CH:30]=[CH:31][CH:32]=1)[SH:28].C(Cl)Cl.C(=O)([O-])[O-].[Cs+].[Cs+].